This data is from Reaction yield outcomes from USPTO patents with 853,638 reactions. The task is: Predict the reaction yield, written as a fraction of the theoretical maximum amount of product (1.0 means a 100% yield; for example, 0.34 means a 34% yield). The reactants are [CH3:1][NH:2][C:3]1[S:4][CH:5]=[C:6]([C:8]2[CH:13]=[CH:12][CH:11]=[CH:10][CH:9]=2)[N:7]=1.[H-].[Na+].Br[CH2:17][C:18]1[CH:27]=[CH:26][C:21]([C:22]([O:24][CH3:25])=[O:23])=[CH:20][CH:19]=1.O. The catalyst is CN(C)C=O. The product is [CH3:1][N:2]([CH2:17][C:18]1[CH:27]=[CH:26][C:21]([C:22]([O:24][CH3:25])=[O:23])=[CH:20][CH:19]=1)[C:3]1[S:4][CH:5]=[C:6]([C:8]2[CH:9]=[CH:10][CH:11]=[CH:12][CH:13]=2)[N:7]=1. The yield is 0.860.